From a dataset of Full USPTO retrosynthesis dataset with 1.9M reactions from patents (1976-2016). Predict the reactants needed to synthesize the given product. Given the product [CH:1]([C:4]1[CH:9]=[CH:8][N:7]=[C:6]([CH2:10][NH2:11])[CH:5]=1)([CH3:3])[CH3:2], predict the reactants needed to synthesize it. The reactants are: [CH:1]([C:4]1[CH:9]=[CH:8][N:7]=[C:6]([C:10]#[N:11])[CH:5]=1)([CH3:3])[CH3:2].[H-].[H-].[H-].[H-].[Li+].[Al+3].